This data is from Forward reaction prediction with 1.9M reactions from USPTO patents (1976-2016). The task is: Predict the product of the given reaction. (1) Given the reactants C([N-]C(C)C)(C)C.[Li+].[Cl:9][C:10]1[CH:11]=[C:12]([CH2:17][C:18]([OH:20])=[O:19])[CH:13]=[CH:14][C:15]=1[Cl:16].Br[CH2:22][CH:23]1[CH2:27][CH2:26][CH2:25][O:24]1, predict the reaction product. The product is: [Cl:9][C:10]1[CH:11]=[C:12]([CH:17]([CH2:22][CH:23]2[CH2:27][CH2:26][CH2:25][O:24]2)[C:18]([OH:20])=[O:19])[CH:13]=[CH:14][C:15]=1[Cl:16]. (2) Given the reactants [Mg].BrC(Br)C.Cl[CH2:7][C:8]([C:11]1[CH:16]=[C:15]([F:17])[CH:14]=[CH:13][C:12]=1[O:18][CH3:19])([CH3:10])[CH3:9].[Cl-].[F:21][C:22]([F:30])([F:29])[C:23](N(OC)C)=[O:24].Cl, predict the reaction product. The product is: [F:21][C:22]([F:30])([F:29])[C:23](=[O:24])[CH2:7][C:8]([C:11]1[CH:16]=[C:15]([F:17])[CH:14]=[CH:13][C:12]=1[O:18][CH3:19])([CH3:10])[CH3:9]. (3) Given the reactants Br[C:2]1[CH:7]=[CH:6][CH:5]=[C:4]([CH2:8][CH2:9][CH3:10])[CH:3]=1.C([Li])CCC.CN(C)[CH:18]=[O:19].Cl, predict the reaction product. The product is: [CH2:8]([C:4]1[CH:3]=[C:2]([CH:7]=[CH:6][CH:5]=1)[CH:18]=[O:19])[CH2:9][CH3:10]. (4) Given the reactants [C:1]([O:5][C:6]([N:8]1[CH2:13][CH2:12][CH:11]([CH2:14][NH:15][C:16]2[C:21](Cl)=[N:20][CH:19]=[CH:18][N:17]=2)[CH2:10][CH2:9]1)=[O:7])([CH3:4])([CH3:3])[CH3:2].[CH3:23][O-:24].[Na+], predict the reaction product. The product is: [C:1]([O:5][C:6]([N:8]1[CH2:13][CH2:12][CH:11]([CH2:14][NH:15][C:16]2[C:21]([O:24][CH3:23])=[N:20][CH:19]=[CH:18][N:17]=2)[CH2:10][CH2:9]1)=[O:7])([CH3:4])([CH3:3])[CH3:2]. (5) Given the reactants F[C:2]1[CH:3]=[CH:4][C:5]2[N:9]=[C:8]([C:10]3[CH:11]=[N:12][C:13]([F:16])=[CH:14][CH:15]=3)[NH:7][C:6]=2[CH:17]=1.[F:18][C:19]([F:29])([F:28])C1C=C(N)C(N)=CC=1, predict the reaction product. The product is: [F:16][C:13]1[N:12]=[CH:11][C:10]([C:8]2[NH:9][C:5]3[CH:4]=[CH:3][C:2]([C:19]([F:29])([F:28])[F:18])=[CH:17][C:6]=3[N:7]=2)=[CH:15][CH:14]=1. (6) Given the reactants [CH2:1]1[C:9]2[C:4](=[CH:5][CH:6]=[CH:7][CH:8]=2)[CH2:3][N:2]1[C:10](Cl)=[O:11].[OH:13][CH2:14][CH2:15][CH2:16][CH2:17][NH:18]C(=O)C1C=CC=CC=1, predict the reaction product. The product is: [OH:13][CH2:14][CH2:15][CH2:16][CH2:17][NH:18][C:10]([N:2]1[CH2:3][C:4]2[C:9](=[CH:8][CH:7]=[CH:6][CH:5]=2)[CH2:1]1)=[O:11].